Dataset: Reaction yield outcomes from USPTO patents with 853,638 reactions. Task: Predict the reaction yield, written as a fraction of the theoretical maximum amount of product (1.0 means a 100% yield; for example, 0.34 means a 34% yield). (1) The reactants are [CH:1]1([CH2:7][CH2:8][C:9]([C:11]2[CH:16]=[CH:15][C:14]([O:17][CH3:18])=[CH:13][CH:12]=2)=[O:10])[CH2:6][CH2:5][CH2:4][CH2:3][CH2:2]1.[Br-:19]. The catalyst is [Al+3].[Cl-].[Cl-].[Cl-]. The product is [Br:19][CH:8]([CH2:7][CH:1]1[CH2:6][CH2:5][CH2:4][CH2:3][CH2:2]1)[C:9]([C:11]1[CH:16]=[CH:15][C:14]([O:17][CH3:18])=[CH:13][CH:12]=1)=[O:10]. The yield is 0.966. (2) The reactants are C([O:3][C:4]([C:6]1[C:13]2[S:12][C:11]([NH:14][C:15](=[O:23])[C:16]3[CH:21]=[CH:20][C:19]([CH3:22])=[CH:18][CH:17]=3)=[N:10][C:9]=2[N:8]([C:24]([CH3:27])([CH3:26])[CH3:25])[CH:7]=1)=[O:5])C.[OH-].[Li+]. The catalyst is C1COCC1.O. The product is [C:24]([N:8]1[C:9]2[N:10]=[C:11]([NH:14][C:15](=[O:23])[C:16]3[CH:21]=[CH:20][C:19]([CH3:22])=[CH:18][CH:17]=3)[S:12][C:13]=2[C:6]([C:4]([OH:5])=[O:3])=[CH:7]1)([CH3:27])([CH3:25])[CH3:26]. The yield is 0.840. (3) The reactants are [F:1][C:2]1[CH:7]=[C:6]([N+:8]([O-:10])=[O:9])[CH:5]=[C:4]([CH2:11][NH:12][CH3:13])[C:3]=1[OH:14].CCN(C(C)C)C(C)C.[CH2:24]([O:31][C:32]([O:34]N1C(=O)CCC1=O)=O)[C:25]1[CH:30]=[CH:29][CH:28]=[CH:27][CH:26]=1. The catalyst is CN(C=O)C. The product is [F:1][C:2]1[C:3]([OH:14])=[C:4]([CH:5]=[C:6]([N+:8]([O-:10])=[O:9])[CH:7]=1)[CH2:11][N:12]([CH3:13])[C:32](=[O:34])[O:31][CH2:24][C:25]1[CH:26]=[CH:27][CH:28]=[CH:29][CH:30]=1. The yield is 0.674. (4) The reactants are [NH:1]1[C:9]2[C:4](=[CH:5][CH:6]=[CH:7][CH:8]=2)[C:3]2([CH2:14][CH2:13][CH2:12][CH2:11][CH2:10]2)[C:2]1=[O:15].C([O-])(=O)C.[Na+].[Br:21]Br. The catalyst is C(O)(=O)C. The product is [Br:21][C:6]1[CH:5]=[C:4]2[C:9](=[CH:8][CH:7]=1)[NH:1][C:2](=[O:15])[C:3]12[CH2:14][CH2:13][CH2:12][CH2:11][CH2:10]1. The yield is 0.670. (5) The reactants are [CH2:1]([C:3]([C:14]1[CH:19]=[CH:18][C:17]([O:20][S:21]([C:24]([F:27])([F:26])[F:25])(=[O:23])=[O:22])=[C:16]([CH3:28])[CH:15]=1)([C:6]1[CH:11]=[CH:10][C:9]([OH:12])=[C:8]([CH3:13])[CH:7]=1)[CH2:4][CH3:5])[CH3:2].CCN(CC)CC.[C:36](Cl)(=[O:41])[C:37]([CH3:40])([CH3:39])[CH3:38].O. The catalyst is C(Cl)Cl. The product is [CH2:1]([C:3]([C:6]1[CH:11]=[CH:10][C:9]([O:12][C:36](=[O:41])[C:37]([CH3:40])([CH3:39])[CH3:38])=[C:8]([CH3:13])[CH:7]=1)([C:14]1[CH:19]=[CH:18][C:17]([O:20][S:21]([C:24]([F:26])([F:25])[F:27])(=[O:23])=[O:22])=[C:16]([CH3:28])[CH:15]=1)[CH2:4][CH3:5])[CH3:2]. The yield is 0.790.